Dataset: Forward reaction prediction with 1.9M reactions from USPTO patents (1976-2016). Task: Predict the product of the given reaction. (1) Given the reactants C[Mg]Br.[CH2:4]1COCC1.[N:9]1[CH:10]=[CH:11][N:12]2[C:20]3[C:15](=[N:16][CH:17]=[CH:18][CH:19]=3)[N:14]([C:21]3[CH:40]=[CH:39][C:24]([O:25][C:26]4[N:30]([CH2:31][C:32](=[O:34])[CH3:33])[C:29]5[CH:35]=[CH:36][CH:37]=[CH:38][C:28]=5[N:27]=4)=[CH:23][CH:22]=3)[C:13]=12.O, predict the reaction product. The product is: [N:9]1[CH:10]=[CH:11][N:12]2[C:20]3[C:15](=[N:16][CH:17]=[CH:18][CH:19]=3)[N:14]([C:21]3[CH:22]=[CH:23][C:24]([O:25][C:26]4[N:30]([CH2:31][C:32]([CH3:4])([OH:34])[CH3:33])[C:29]5[CH:35]=[CH:36][CH:37]=[CH:38][C:28]=5[N:27]=4)=[CH:39][CH:40]=3)[C:13]=12. (2) Given the reactants Br[C:2]1[CH:22]=[C:21]([CH3:23])[CH:20]=[CH:19][C:3]=1[O:4][C:5]1[C:14]2[C:9](=[CH:10][C:11]([O:17][CH3:18])=[C:12]([O:15][CH3:16])[CH:13]=2)[N:8]=[CH:7][CH:6]=1.C([Li])CCC.CCCCCC.[CH:35]1([CH2:40][CH2:41][C:42](Cl)=[O:43])[CH2:39][CH2:38][CH2:37][CH2:36]1.O, predict the reaction product. The product is: [CH:35]1([CH2:40][CH2:41][C:42]([C:2]2[CH:22]=[C:21]([CH3:23])[CH:20]=[CH:19][C:3]=2[O:4][C:5]2[C:14]3[C:9](=[CH:10][C:11]([O:17][CH3:18])=[C:12]([O:15][CH3:16])[CH:13]=3)[N:8]=[CH:7][CH:6]=2)=[O:43])[CH2:39][CH2:38][CH2:37][CH2:36]1.